Dataset: NCI-60 drug combinations with 297,098 pairs across 59 cell lines. Task: Regression. Given two drug SMILES strings and cell line genomic features, predict the synergy score measuring deviation from expected non-interaction effect. (1) Drug 1: CN(C)N=NC1=C(NC=N1)C(=O)N. Drug 2: C1=NNC2=C1C(=O)NC=N2. Cell line: UO-31. Synergy scores: CSS=17.0, Synergy_ZIP=-4.45, Synergy_Bliss=-0.698, Synergy_Loewe=1.02, Synergy_HSA=1.53. (2) Drug 1: C1C(C(OC1N2C=NC3=C(N=C(N=C32)Cl)N)CO)O. Drug 2: CC1C(C(CC(O1)OC2CC(CC3=C2C(=C4C(=C3O)C(=O)C5=C(C4=O)C(=CC=C5)OC)O)(C(=O)CO)O)N)O.Cl. Cell line: OVCAR-8. Synergy scores: CSS=39.9, Synergy_ZIP=-7.99, Synergy_Bliss=-10.7, Synergy_Loewe=-8.58, Synergy_HSA=-4.54. (3) Drug 1: CC1=C(C=C(C=C1)C(=O)NC2=CC(=CC(=C2)C(F)(F)F)N3C=C(N=C3)C)NC4=NC=CC(=N4)C5=CN=CC=C5. Drug 2: CC1=C(N=C(N=C1N)C(CC(=O)N)NCC(C(=O)N)N)C(=O)NC(C(C2=CN=CN2)OC3C(C(C(C(O3)CO)O)O)OC4C(C(C(C(O4)CO)O)OC(=O)N)O)C(=O)NC(C)C(C(C)C(=O)NC(C(C)O)C(=O)NCCC5=NC(=CS5)C6=NC(=CS6)C(=O)NCCC[S+](C)C)O. Cell line: SF-268. Synergy scores: CSS=24.0, Synergy_ZIP=-7.21, Synergy_Bliss=-2.60, Synergy_Loewe=-0.0689, Synergy_HSA=1.57. (4) Drug 1: CNC(=O)C1=CC=CC=C1SC2=CC3=C(C=C2)C(=NN3)C=CC4=CC=CC=N4. Drug 2: CCC1=CC2CC(C3=C(CN(C2)C1)C4=CC=CC=C4N3)(C5=C(C=C6C(=C5)C78CCN9C7C(C=CC9)(C(C(C8N6C)(C(=O)OC)O)OC(=O)C)CC)OC)C(=O)OC.C(C(C(=O)O)O)(C(=O)O)O. Cell line: MDA-MB-231. Synergy scores: CSS=32.8, Synergy_ZIP=12.7, Synergy_Bliss=11.2, Synergy_Loewe=-4.05, Synergy_HSA=8.51. (5) Drug 1: C1=CC(=C2C(=C1NCCNCCO)C(=O)C3=C(C=CC(=C3C2=O)O)O)NCCNCCO. Drug 2: CC=C1C(=O)NC(C(=O)OC2CC(=O)NC(C(=O)NC(CSSCCC=C2)C(=O)N1)C(C)C)C(C)C. Cell line: HT29. Synergy scores: CSS=75.9, Synergy_ZIP=2.67, Synergy_Bliss=2.06, Synergy_Loewe=-31.3, Synergy_HSA=2.35. (6) Drug 1: CCCCCOC(=O)NC1=NC(=O)N(C=C1F)C2C(C(C(O2)C)O)O. Drug 2: CC1C(C(CC(O1)OC2CC(CC3=C2C(=C4C(=C3O)C(=O)C5=C(C4=O)C(=CC=C5)OC)O)(C(=O)CO)O)N)O.Cl. Cell line: CAKI-1. Synergy scores: CSS=16.3, Synergy_ZIP=-4.85, Synergy_Bliss=-5.06, Synergy_Loewe=-37.1, Synergy_HSA=-5.23. (7) Drug 1: C1=C(C(=O)NC(=O)N1)F. Drug 2: CC1C(C(CC(O1)OC2CC(CC3=C2C(=C4C(=C3O)C(=O)C5=CC=CC=C5C4=O)O)(C(=O)C)O)N)O. Cell line: SK-MEL-5. Synergy scores: CSS=70.7, Synergy_ZIP=-5.33, Synergy_Bliss=-7.94, Synergy_Loewe=-3.71, Synergy_HSA=-2.58. (8) Drug 1: C1CCN(CC1)CCOC2=CC=C(C=C2)C(=O)C3=C(SC4=C3C=CC(=C4)O)C5=CC=C(C=C5)O. Drug 2: C1=NC2=C(N1)C(=S)N=CN2. Cell line: BT-549. Synergy scores: CSS=0.710, Synergy_ZIP=3.96, Synergy_Bliss=5.14, Synergy_Loewe=-2.55, Synergy_HSA=-1.76. (9) Drug 1: CC1=CC2C(CCC3(C2CCC3(C(=O)C)OC(=O)C)C)C4(C1=CC(=O)CC4)C. Drug 2: CC(C)CN1C=NC2=C1C3=CC=CC=C3N=C2N. Cell line: SN12C. Synergy scores: CSS=4.78, Synergy_ZIP=-0.622, Synergy_Bliss=1.06, Synergy_Loewe=1.90, Synergy_HSA=1.17. (10) Drug 1: CC1CCC2CC(C(=CC=CC=CC(CC(C(=O)C(C(C(=CC(C(=O)CC(OC(=O)C3CCCCN3C(=O)C(=O)C1(O2)O)C(C)CC4CCC(C(C4)OC)OCCO)C)C)O)OC)C)C)C)OC. Drug 2: CC(C)NC(=O)C1=CC=C(C=C1)CNNC.Cl. Cell line: TK-10. Synergy scores: CSS=1.37, Synergy_ZIP=4.12, Synergy_Bliss=2.15, Synergy_Loewe=-7.69, Synergy_HSA=-0.126.